Dataset: NCI-60 drug combinations with 297,098 pairs across 59 cell lines. Task: Regression. Given two drug SMILES strings and cell line genomic features, predict the synergy score measuring deviation from expected non-interaction effect. (1) Drug 2: C1CNP(=O)(OC1)N(CCCl)CCCl. Synergy scores: CSS=-2.81, Synergy_ZIP=2.63, Synergy_Bliss=1.81, Synergy_Loewe=0.639, Synergy_HSA=-2.31. Cell line: NCI/ADR-RES. Drug 1: CC1=CC=C(C=C1)C2=CC(=NN2C3=CC=C(C=C3)S(=O)(=O)N)C(F)(F)F. (2) Drug 1: C1C(C(OC1N2C=NC3=C(N=C(N=C32)Cl)N)CO)O. Drug 2: CC1=C(N=C(N=C1N)C(CC(=O)N)NCC(C(=O)N)N)C(=O)NC(C(C2=CN=CN2)OC3C(C(C(C(O3)CO)O)O)OC4C(C(C(C(O4)CO)O)OC(=O)N)O)C(=O)NC(C)C(C(C)C(=O)NC(C(C)O)C(=O)NCCC5=NC(=CS5)C6=NC(=CS6)C(=O)NCCC[S+](C)C)O. Cell line: LOX IMVI. Synergy scores: CSS=47.5, Synergy_ZIP=-4.67, Synergy_Bliss=-1.05, Synergy_Loewe=-0.881, Synergy_HSA=1.72. (3) Cell line: HS 578T. Drug 1: CC1=C(C=C(C=C1)NC2=NC=CC(=N2)N(C)C3=CC4=NN(C(=C4C=C3)C)C)S(=O)(=O)N.Cl. Synergy scores: CSS=14.9, Synergy_ZIP=7.28, Synergy_Bliss=13.0, Synergy_Loewe=11.2, Synergy_HSA=10.5. Drug 2: C1C(C(OC1N2C=NC3=C2NC=NCC3O)CO)O. (4) Drug 1: CNC(=O)C1=NC=CC(=C1)OC2=CC=C(C=C2)NC(=O)NC3=CC(=C(C=C3)Cl)C(F)(F)F. Drug 2: CC(C)CN1C=NC2=C1C3=CC=CC=C3N=C2N. Cell line: UACC-257. Synergy scores: CSS=4.84, Synergy_ZIP=-0.703, Synergy_Bliss=0.879, Synergy_Loewe=0.494, Synergy_HSA=0.505. (5) Drug 1: CC1=C(C(=CC=C1)Cl)NC(=O)C2=CN=C(S2)NC3=CC(=NC(=N3)C)N4CCN(CC4)CCO. Drug 2: CCC1=C2CN3C(=CC4=C(C3=O)COC(=O)C4(CC)O)C2=NC5=C1C=C(C=C5)O. Cell line: T-47D. Synergy scores: CSS=38.1, Synergy_ZIP=0.344, Synergy_Bliss=4.83, Synergy_Loewe=3.75, Synergy_HSA=9.84. (6) Drug 1: CCC(=C(C1=CC=CC=C1)C2=CC=C(C=C2)OCCN(C)C)C3=CC=CC=C3.C(C(=O)O)C(CC(=O)O)(C(=O)O)O. Drug 2: CC12CCC3C(C1CCC2OP(=O)(O)O)CCC4=C3C=CC(=C4)OC(=O)N(CCCl)CCCl.[Na+]. Cell line: NCIH23. Synergy scores: CSS=3.83, Synergy_ZIP=0.0302, Synergy_Bliss=2.30, Synergy_Loewe=-1.71, Synergy_HSA=2.16. (7) Drug 1: C1=CC(=C2C(=C1NCCNCCO)C(=O)C3=C(C=CC(=C3C2=O)O)O)NCCNCCO. Drug 2: CC1=CC=C(C=C1)C2=CC(=NN2C3=CC=C(C=C3)S(=O)(=O)N)C(F)(F)F. Cell line: OVCAR-5. Synergy scores: CSS=28.1, Synergy_ZIP=-0.974, Synergy_Bliss=4.92, Synergy_Loewe=-16.7, Synergy_HSA=5.29.